From a dataset of Full USPTO retrosynthesis dataset with 1.9M reactions from patents (1976-2016). Predict the reactants needed to synthesize the given product. (1) Given the product [F:30][C:2]([F:1])([F:29])[C@H:3]1[CH2:8][CH2:7][C@H:6]([C:9]([N:11]2[CH2:15][CH2:14][CH:13]([CH2:16][O:17][C:18]3[C:19]([C:24]([OH:26])=[O:25])=[N:20][CH:21]=[CH:22][CH:23]=3)[CH2:12]2)=[O:10])[CH2:5][CH2:4]1, predict the reactants needed to synthesize it. The reactants are: [F:1][C:2]([F:30])([F:29])[C@H:3]1[CH2:8][CH2:7][C@H:6]([C:9]([N:11]2[CH2:15][CH2:14][CH:13]([CH2:16][O:17][C:18]3[C:19]([C:24]([O:26]CC)=[O:25])=[N:20][CH:21]=[CH:22][CH:23]=3)[CH2:12]2)=[O:10])[CH2:5][CH2:4]1.COC1C=C(OC[C@H]2CCCN2C([C@H]2CC[C@H](C(F)(F)F)CC2)=O)C(C(OCC)=O)=NC=1. (2) Given the product [C:1]([O:5][C:6]([N:8]1[CH2:13][CH2:12][CH:11]([NH:14][C:23](=[O:24])[CH2:22][CH2:21][C:20]([CH:15]2[CH2:19][CH2:18][CH2:17][CH2:16]2)=[O:26])[CH2:10][CH2:9]1)=[O:7])([CH3:4])([CH3:2])[CH3:3], predict the reactants needed to synthesize it. The reactants are: [C:1]([O:5][C:6]([N:8]1[CH2:13][CH2:12][CH:11]([NH2:14])[CH2:10][CH2:9]1)=[O:7])([CH3:4])([CH3:3])[CH3:2].[CH:15]1([C:20](=[O:26])[CH2:21][CH2:22][C:23](O)=[O:24])[CH2:19][CH2:18][CH2:17][CH2:16]1.CCN=C=NCCCN(C)C.Cl.C1C=CC2N(O)N=NC=2C=1. (3) Given the product [N+:21]([C:24]1[CH:25]=[CH:26][C:27]([N:30]2[CH2:35][CH2:34][N:33]([C:6]([C:2]3[S:1][CH:5]=[CH:4][CH:3]=3)=[O:8])[CH2:32][CH2:31]2)=[CH:28][CH:29]=1)([O-:23])=[O:22], predict the reactants needed to synthesize it. The reactants are: [S:1]1[CH:5]=[CH:4][CH:3]=[C:2]1[C:6]([OH:8])=O.ON1C(=O)C2C=CC=CC=2N=N1.[N+:21]([C:24]1[CH:29]=[CH:28][C:27]([N:30]2[CH2:35][CH2:34][NH:33][CH2:32][CH2:31]2)=[CH:26][CH:25]=1)([O-:23])=[O:22].C(N(C(C)C)CC)(C)C. (4) Given the product [C:1]([C:5]1[C:9]([CH2:10][N:39]([CH3:40])[CH3:38])=[CH:8][N:7]([C:12]2[CH:17]=[CH:16][N:15]=[C:14]([NH:18][C:19]3[C:20]([O:35][CH3:36])=[CH:21][C:22]([N:28]([CH2:33][CH3:34])[CH2:29][CH2:30][O:31][CH3:32])=[C:23]([NH:25][C:20](=[O:35])[CH:19]=[CH2:24])[CH:24]=3)[N:13]=2)[N:6]=1)([CH3:2])([CH3:4])[CH3:3], predict the reactants needed to synthesize it. The reactants are: [C:1]([C:5]1[C:9]([CH:10]=O)=[CH:8][N:7]([C:12]2[CH:17]=[CH:16][N:15]=[C:14]([NH:18][C:19]3[CH:24]=[C:23]([N+:25]([O-])=O)[C:22]([N:28]([CH2:33][CH3:34])[CH2:29][CH2:30][O:31][CH3:32])=[CH:21][C:20]=3[O:35][CH3:36])[N:13]=2)[N:6]=1)([CH3:4])([CH3:3])[CH3:2].Cl.[CH3:38][NH:39][CH3:40]. (5) Given the product [NH2:1][C:2]1[N:7]=[CH:6][N:5]=[C:4]2[N:8]([CH:13]([C:15]3[C:16]([O:24][CH3:25])=[C:17]([C:33]4[CH:32]=[CH:31][C:30]([C:28]([N:27]([CH3:39])[CH3:26])=[O:29])=[N:35][CH:34]=4)[C:18]([CH3:22])=[C:19]([Cl:21])[CH:20]=3)[CH3:14])[N:9]=[C:10]([CH:11]=[O:12])[C:3]=12, predict the reactants needed to synthesize it. The reactants are: [NH2:1][C:2]1[N:7]=[CH:6][N:5]=[C:4]2[N:8]([CH:13]([C:15]3[CH:20]=[C:19]([Cl:21])[C:18]([CH3:22])=[C:17](Br)[C:16]=3[O:24][CH3:25])[CH3:14])[N:9]=[C:10]([CH:11]=[O:12])[C:3]=12.[CH3:26][N:27]([CH3:39])[C:28]([C:30]1[N:35]=[CH:34][C:33](B(O)O)=[CH:32][CH:31]=1)=[O:29].C(=O)([O-])[O-].[Na+].[Na+].ClCCl. (6) The reactants are: CN(C(ON1N=NC2C=CC=NC1=2)=[N+](C)C)C.F[P-](F)(F)(F)(F)F.[O:25]1[CH:29]=[CH:28][C:27]([C:30]2[CH:31]=[C:32]([C:47]([F:50])([F:49])[F:48])[C:33]3[N:34]([C:36]([CH2:42][C:43]([O:45][CH3:46])=[O:44])=[C:37]([C:39](O)=[O:40])[N:38]=3)[CH:35]=2)=[CH:26]1.[F:51][C:52]1[CH:57]=[CH:56][C:55]([CH:58]2[CH2:62][CH2:61][NH:60][CH2:59]2)=[CH:54][CH:53]=1. Given the product [CH3:46][O:45][C:43](=[O:44])[CH2:42][C:36]1[N:34]2[CH:35]=[C:30]([C:27]3[CH:28]=[CH:29][O:25][CH:26]=3)[CH:31]=[C:32]([C:47]([F:49])([F:48])[F:50])[C:33]2=[N:38][C:37]=1[C:39]([N:60]1[CH2:61][CH2:62][CH:58]([C:55]2[CH:56]=[CH:57][C:52]([F:51])=[CH:53][CH:54]=2)[CH2:59]1)=[O:40], predict the reactants needed to synthesize it. (7) The reactants are: [F:1][C:2]([F:39])([F:38])[C:3]1[CH:4]=[C:5]([C:28]2[CH2:33][CH2:32][CH:31]([C:34]([F:37])([F:36])[F:35])[CH2:30][CH:29]=2)[C:6]2[N:10]=[C:9]([N:11]3[CH2:16][CH2:15][N:14]([C:17]4[C:22]([C:23]([F:26])([F:25])[F:24])=[CH:21][CH:20]=[CH:19][N:18]=4)[CH2:13][CH2:12]3)[NH:8][C:7]=2[CH:27]=1.[H][H]. Given the product [F:39][C:2]([F:1])([F:38])[C:3]1[CH:4]=[C:5]([CH:28]2[CH2:29][CH2:30][CH:31]([C:34]([F:35])([F:36])[F:37])[CH2:32][CH2:33]2)[C:6]2[N:10]=[C:9]([N:11]3[CH2:16][CH2:15][N:14]([C:17]4[C:22]([C:23]([F:24])([F:25])[F:26])=[CH:21][CH:20]=[CH:19][N:18]=4)[CH2:13][CH2:12]3)[NH:8][C:7]=2[CH:27]=1, predict the reactants needed to synthesize it.